Dataset: Full USPTO retrosynthesis dataset with 1.9M reactions from patents (1976-2016). Task: Predict the reactants needed to synthesize the given product. (1) The reactants are: C([O:5][C:6]([C@@H:8]1[CH2:10][C@H:9]1[C:11]1[CH:21]=[CH:20][C:14]([C:15]([O:17][CH2:18][CH3:19])=[O:16])=[CH:13][CH:12]=1)=[O:7])(C)(C)C.C(O)(C(F)(F)F)=O.O. Given the product [CH2:18]([O:17][C:15]([C:14]1[CH:20]=[CH:21][C:11]([C@@H:9]2[CH2:10][C@H:8]2[C:6]([OH:7])=[O:5])=[CH:12][CH:13]=1)=[O:16])[CH3:19], predict the reactants needed to synthesize it. (2) The reactants are: [CH3:1][C:2]1([CH3:16])[C:6]([CH3:8])([CH3:7])[O:5][B:4]([C:9]2[CH:15]=[CH:14][CH:13]=[CH:12][C:10]=2[NH2:11])[O:3]1.[CH2:17]([S:21](Cl)(=[O:23])=[O:22])[CH:18]([CH3:20])[CH3:19]. Given the product [CH3:8][C:6]1([CH3:7])[C:2]([CH3:16])([CH3:1])[O:3][B:4]([C:9]2[CH:15]=[CH:14][CH:13]=[CH:12][C:10]=2[NH:11][S:21]([CH2:17][CH:18]([CH3:20])[CH3:19])(=[O:23])=[O:22])[O:5]1, predict the reactants needed to synthesize it. (3) Given the product [C:8]([C:12]1[CH:13]=[C:14]([NH:23][C:24](=[O:32])[NH:33][C:34]2[C:43]3[C:38](=[CH:39][CH:40]=[CH:41][CH:42]=3)[C:37]([O:44][C:45]3[CH:50]=[CH:49][N:48]=[C:47]([NH:51][C:52]4[CH:61]=[CH:60][C:55]([C:56]([O:58][CH3:59])=[O:57])=[C:54]([O:62][CH3:63])[CH:53]=4)[CH:46]=3)=[CH:36][CH:35]=2)[CH:15]=[C:16]([NH:18][S:19]([CH3:22])(=[O:20])=[O:21])[CH:17]=1)([CH3:9])([CH3:10])[CH3:11], predict the reactants needed to synthesize it. The reactants are: C(N(CC)CC)C.[C:8]([C:12]1[CH:13]=[C:14]([NH:23][C:24](=[O:32])OC2C=CC=CC=2)[CH:15]=[C:16]([NH:18][S:19]([CH3:22])(=[O:21])=[O:20])[CH:17]=1)([CH3:11])([CH3:10])[CH3:9].[NH2:33][C:34]1[C:43]2[C:38](=[CH:39][CH:40]=[CH:41][CH:42]=2)[C:37]([O:44][C:45]2[CH:50]=[CH:49][N:48]=[C:47]([NH:51][C:52]3[CH:61]=[CH:60][C:55]([C:56]([O:58][CH3:59])=[O:57])=[C:54]([O:62][CH3:63])[CH:53]=3)[CH:46]=2)=[CH:36][CH:35]=1.